Dataset: Full USPTO retrosynthesis dataset with 1.9M reactions from patents (1976-2016). Task: Predict the reactants needed to synthesize the given product. (1) Given the product [CH3:44][C:39]([N:45]1[CH2:53][C:52]2[C:47](=[CH:48][C:49]([C:54]3[CH:59]=[CH:58][C:57]([NH:60][C:61]([NH:63][C:64]4[CH:69]=[CH:68][CH:67]=[C:66]([C:70]([F:72])([F:73])[F:71])[CH:65]=4)=[O:62])=[CH:56][CH:55]=3)=[CH:50][CH:51]=2)[C:46]1=[O:74])([CH3:38])[C:40]([OH:42])=[O:41], predict the reactants needed to synthesize it. The reactants are: CC(C)[C@@H](N1CC2C(=CC(C3C=CC(NC(NC4C=CC=C(C(F)(F)F)C=4)=O)=CC=3)=CC=2)C1=O)C(O)=O.[CH3:38][C:39]([N:45]1[CH2:53][C:52]2[C:47](=[CH:48][C:49]([C:54]3[CH:59]=[CH:58][C:57]([NH:60][C:61]([NH:63][C:64]4[CH:69]=[CH:68][CH:67]=[C:66]([C:70]([F:73])([F:72])[F:71])[CH:65]=4)=[O:62])=[CH:56][CH:55]=3)=[CH:50][CH:51]=2)[C:46]1=[O:74])([CH3:44])[C:40]([O:42]C)=[O:41]. (2) The reactants are: [NH:1](C(OCC1C=CC=CC=1)=O)[CH2:2][CH2:3][C:4](O)=[O:5].[CH2:17]([O:19][C:20](=[O:28])[C:21]1[CH:26]=[CH:25][C:24]([NH2:27])=[CH:23][CH:22]=1)[CH3:18]. Given the product [CH2:17]([O:19][C:20](=[O:28])[C:21]1[CH:26]=[CH:25][C:24]([NH:27][C:4](=[O:5])[CH2:3][CH2:2][NH2:1])=[CH:23][CH:22]=1)[CH3:18], predict the reactants needed to synthesize it. (3) Given the product [N:62]([CH:32]([C:18]1[CH:17]=[C:16]([C:11]2[N:12]=[C:13]([CH3:15])[N:14]=[C:9]([N:8]([CH2:7][C:6]3[CH:44]=[CH:45][C:3]([O:2][CH3:1])=[CH:4][CH:5]=3)[CH2:35][C:36]3[CH:37]=[CH:38][C:39]([O:42][CH3:43])=[CH:40][CH:41]=3)[N:10]=2)[C:21]([NH:22][C:23]2[CH:24]=[N:25][C:26]([O:30][CH3:31])=[C:27]([F:29])[CH:28]=2)=[N:20][CH:19]=1)[CH3:33])=[N+:63]=[N-:64], predict the reactants needed to synthesize it. The reactants are: [CH3:1][O:2][C:3]1[CH:45]=[CH:44][C:6]([CH2:7][N:8]([CH2:35][C:36]2[CH:41]=[CH:40][C:39]([O:42][CH3:43])=[CH:38][CH:37]=2)[C:9]2[N:14]=[C:13]([CH3:15])[N:12]=[C:11]([C:16]3[CH:17]=[C:18]([CH:32](O)[CH3:33])[CH:19]=[N:20][C:21]=3[NH:22][C:23]3[CH:24]=[N:25][C:26]([O:30][CH3:31])=[C:27]([F:29])[CH:28]=3)[N:10]=2)=[CH:5][CH:4]=1.P([N:62]=[N+:63]=[N-:64])(OC1C=CC=CC=1)(OC1C=CC=CC=1)=O.N12CCCN=C1CCCCC2. (4) Given the product [CH3:1][C:2]1[N:6]([C:7]2[CH:12]=[CH:11][CH:10]=[CH:9][N:8]=2)[N:5]=[CH:4][C:3]=1[C:13]1[CH:14]=[CH:13][C:3]2[C:2](=[CH:27][CH:28]=[C:29]([CH2:25][CH2:19][N:18]3[CH2:23][CH2:22][CH2:21][C@H:17]3[CH3:16])[CH:4]=2)[N:30]=1, predict the reactants needed to synthesize it. The reactants are: [CH3:1][C:2]1[N:6]([C:7]2[CH:12]=[CH:11][CH:10]=[CH:9][N:8]=2)[N:5]=[CH:4][C:3]=1[C:13](=O)[CH3:14].[CH3:16][C:17]1[N:18]=[C:19]([C:25]2S[CH:27]=[CH:28][CH:29]=2)S[C:21]=1[C:22](=O)[CH3:23].[NH3:30].